Dataset: Reaction yield outcomes from USPTO patents with 853,638 reactions. Task: Predict the reaction yield, written as a fraction of the theoretical maximum amount of product (1.0 means a 100% yield; for example, 0.34 means a 34% yield). (1) The reactants are [OH:1][C:2]1[C:9]([CH3:10])=[CH:8][C:5]([C:6]#[N:7])=[CH:4][C:3]=1[CH3:11].[H-].[Na+].[CH2:14](Br)[C:15]1[CH:20]=[CH:19][CH:18]=[CH:17][CH:16]=1. The catalyst is CN(C=O)C. The product is [CH2:14]([O:1][C:2]1[C:3]([CH3:11])=[CH:4][C:5]([C:6]#[N:7])=[CH:8][C:9]=1[CH3:10])[C:15]1[CH:20]=[CH:19][CH:18]=[CH:17][CH:16]=1. The yield is 1.00. (2) The reactants are C[O:2][C:3]1C(C2C=CC=CC=2C)=C(F)C=[CH:7][CH:8]=1.[F:17][C:18]1[CH:19]=[CH:20][CH:21]=[C:22]([OH:31])[C:23]=1[C:24]1[CH:29]=[CH:28][CH:27]=[CH:26][C:25]=1[CH3:30].[H-].[Na+].C(Br)C=C.C(OCC=C)C=C.C(C1C=CC(F)=C(C2C=CC=CC=2C)C=1O)C=C.ClC1C=C(C=CC=1)C(OO)=O.C(=O)([O-])[O-].[K+].[K+]. The catalyst is Br.C1(C)C=C(C)C=C(C)C=1. The product is [F:17][C:18]1[CH:19]=[CH:20][C:21]2[CH2:7][CH:8]([CH2:3][OH:2])[O:31][C:22]=2[C:23]=1[C:24]1[CH:29]=[CH:28][CH:27]=[CH:26][C:25]=1[CH3:30]. The yield is 0.800. (3) The reactants are [C:1]([O:5][C:6]([N:8]1[CH2:13][CH2:12][CH:11]([O:14][C:15]2[CH:20]=[CH:19][C:18]([N+:21]([O-])=O)=[CH:17][C:16]=2[C:24]([F:27])([F:26])[F:25])[CH2:10][CH2:9]1)=[O:7])([CH3:4])([CH3:3])[CH3:2]. The catalyst is CO.[Pd]. The product is [C:1]([O:5][C:6]([N:8]1[CH2:13][CH2:12][CH:11]([O:14][C:15]2[CH:20]=[CH:19][C:18]([NH2:21])=[CH:17][C:16]=2[C:24]([F:27])([F:25])[F:26])[CH2:10][CH2:9]1)=[O:7])([CH3:4])([CH3:2])[CH3:3]. The yield is 0.800.